From a dataset of CYP2C19 inhibition data for predicting drug metabolism from PubChem BioAssay. Regression/Classification. Given a drug SMILES string, predict its absorption, distribution, metabolism, or excretion properties. Task type varies by dataset: regression for continuous measurements (e.g., permeability, clearance, half-life) or binary classification for categorical outcomes (e.g., BBB penetration, CYP inhibition). Dataset: cyp2c19_veith. (1) The result is 0 (non-inhibitor). The drug is OC[C@@H](O)[C@@H](O)[C@@H](O)[C@@H](O)c1nc2ccc(Cl)cc2[nH]1. (2) The drug is CS(=O)(=O)O.Cc1c(C(=O)c2cccc3ccccc23)c2cccc3c2n1[C@H](CN1CCOCC1)CO3. The result is 1 (inhibitor). (3) The molecule is CCN(/C=N/c1sc2c(c1C#N)CCCCC2)CC. The result is 1 (inhibitor). (4) The result is 0 (non-inhibitor). The drug is Cc1noc(NS(=O)(=O)c2ccc(NC(=O)c3ccc(Br)o3)cc2)c1C. (5) The drug is CC(C)n1nnnc1SCC(=O)c1ccc2c(c1)OCCO2. The result is 1 (inhibitor). (6) The drug is N#[O+].[C-]#N.[C-]#N.[C-]#N.[C-]#N.[C-]#N.[Fe+2].[Na+].[Na+]. The result is 1 (inhibitor).